Dataset: Full USPTO retrosynthesis dataset with 1.9M reactions from patents (1976-2016). Task: Predict the reactants needed to synthesize the given product. (1) Given the product [Br:1][C:2]1[CH:7]=[CH:6][C:5]([C:11]([F:18])([F:17])[C:12]([O:14][CH2:15][CH3:16])=[O:13])=[C:4]([CH3:9])[CH:3]=1, predict the reactants needed to synthesize it. The reactants are: [Br:1][C:2]1[CH:7]=[CH:6][C:5](I)=[C:4]([CH3:9])[CH:3]=1.Br[C:11]([F:18])([F:17])[C:12]([O:14][CH2:15][CH3:16])=[O:13].[Cl-].[NH4+]. (2) Given the product [OH:12][C@H:11]1[C:9](=[O:10])[NH:8][C:3]2[CH:4]=[CH:5][CH:6]=[CH:7][C:2]=2[O:1][C@@H:13]1[C:14]1[CH:19]=[CH:18][CH:17]=[CH:16][CH:15]=1, predict the reactants needed to synthesize it. The reactants are: [OH:1][C:2]1[CH:7]=[CH:6][CH:5]=[CH:4][C:3]=1[NH:8][C:9]([C@H:11]1[C@H:13]([C:14]2[CH:19]=[CH:18][CH:17]=[CH:16][CH:15]=2)[O:12]1)=[O:10]. (3) Given the product [Cl:1][C:2]1[CH:3]=[C:4]([C:8]2([C:33]3[CH:37]=[C:45]([CH:43]=[O:44])[S:35][CH:34]=3)[CH2:9][CH2:10][CH2:11][S:12]2)[CH:5]=[CH:6][CH:7]=1, predict the reactants needed to synthesize it. The reactants are: [Cl:1][C:2]1[CH:3]=[C:4]([C:8]([C:33]2[CH:37]=C(C3OCCO3)[S:35][CH:34]=2)(O)[CH2:9][CH2:10][CH2:11][S:12]C(C2C=CC=CC=2)(C2C=CC=CC=2)C2C=CC=CC=2)[CH:5]=[CH:6][CH:7]=1.[C:43](O)([C:45](F)(F)F)=[O:44]. (4) Given the product [CH3:14][C:11]([O:10][C:8](=[O:9])[CH:7]([C:15]1[CH:20]=[CH:19][C:18]([CH3:21])=[CH:17][C:16]=1[NH2:22])[C:6]([O:5][C:2]([CH3:1])([CH3:3])[CH3:4])=[O:25])([CH3:12])[CH3:13], predict the reactants needed to synthesize it. The reactants are: [CH3:1][C:2]([O:5][C:6](=[O:25])[CH:7]([C:15]1[CH:20]=[CH:19][C:18]([CH3:21])=[CH:17][C:16]=1[N+:22]([O-])=O)[C:8]([O:10][C:11]([CH3:14])([CH3:13])[CH3:12])=[O:9])([CH3:4])[CH3:3]. (5) Given the product [Br:1][C:2]1[CH:7]=[CH:6][C:5]([NH:8][C:33]([C:22]2[N:23]([CH2:25][O:26][CH2:27][CH2:28][Si:29]([CH3:32])([CH3:31])[CH3:30])[CH:24]=[C:20]([C:18]#[N:19])[N:21]=2)=[O:34])=[C:4]([C:9]2[CH2:14][CH2:13][C:12]([CH3:16])([CH3:15])[CH2:11][CH:10]=2)[CH:3]=1, predict the reactants needed to synthesize it. The reactants are: [Br:1][C:2]1[CH:7]=[CH:6][C:5]([NH2:8])=[C:4]([C:9]2[CH2:14][CH2:13][C:12]([CH3:16])([CH3:15])[CH2:11][CH:10]=2)[CH:3]=1.[K+].[C:18]([C:20]1[N:21]=[C:22]([C:33]([O-])=[O:34])[N:23]([CH2:25][O:26][CH2:27][CH2:28][Si:29]([CH3:32])([CH3:31])[CH3:30])[CH:24]=1)#[N:19].CCN(C(C)C)C(C)C.C1CN([P+](Br)(N2CCCC2)N2CCCC2)CC1.F[P-](F)(F)(F)(F)F.